Dataset: TCR-epitope binding with 47,182 pairs between 192 epitopes and 23,139 TCRs. Task: Binary Classification. Given a T-cell receptor sequence (or CDR3 region) and an epitope sequence, predict whether binding occurs between them. (1) The epitope is LPAADLDDF. The TCR CDR3 sequence is CASSQEIPRDIYGYTF. Result: 1 (the TCR binds to the epitope). (2) The epitope is GPGHKARVL. The TCR CDR3 sequence is CASSEFWTSGAKNIQYF. Result: 0 (the TCR does not bind to the epitope). (3) The epitope is PKYVKQNTLKLAT. The TCR CDR3 sequence is CASSLPDINTGELFF. Result: 0 (the TCR does not bind to the epitope). (4) The epitope is YEGNSPFHPL. The TCR CDR3 sequence is CSVARQDINEQFF. Result: 0 (the TCR does not bind to the epitope). (5) Result: 0 (the TCR does not bind to the epitope). The TCR CDR3 sequence is CASSEGGYGYTF. The epitope is TEILPVSMTK. (6) The epitope is ISDYDYYRY. The TCR CDR3 sequence is CASRTQGMGTQYF. Result: 0 (the TCR does not bind to the epitope).